This data is from CYP3A4 inhibition data for predicting drug metabolism from PubChem BioAssay. The task is: Regression/Classification. Given a drug SMILES string, predict its absorption, distribution, metabolism, or excretion properties. Task type varies by dataset: regression for continuous measurements (e.g., permeability, clearance, half-life) or binary classification for categorical outcomes (e.g., BBB penetration, CYP inhibition). Dataset: cyp3a4_veith. (1) The molecule is COc1ncc2nc(-c3ccc(Cl)cc3)c(=O)n(C)c2n1. The result is 1 (inhibitor). (2) The molecule is CSCC[C@@H]1NC(=O)C/C=C\[C@@H](C)COC(=O)[C@@H](C)COC1=O. The result is 0 (non-inhibitor). (3) The compound is Cc1occc1C(=O)NCc1ccccc1. The result is 1 (inhibitor). (4) The molecule is CN(C)C(=O)c1ccc(-c2nc(NCc3cccs3)c3ccccc3n2)cc1. The result is 1 (inhibitor). (5) The compound is O=C(Nc1ncc(Cc2ccccc2)s1)C1COc2ccccc2O1. The result is 0 (non-inhibitor). (6) The molecule is COCCNc1ncnc2ccc(-c3ccc(C(=O)N(C)C)cc3)cc12. The result is 1 (inhibitor). (7) The molecule is COc1cc(C=O)ccc1OCCCOc1ccccc1C(=O)O. The result is 0 (non-inhibitor). (8) The molecule is Nc1c(C(=O)Nc2ccc([As](=O)(O)O)cc2)cnc2nnnn12. The result is 0 (non-inhibitor).